This data is from Full USPTO retrosynthesis dataset with 1.9M reactions from patents (1976-2016). The task is: Predict the reactants needed to synthesize the given product. (1) Given the product [N:1]1[CH:6]=[CH:5][CH:4]=[C:3]([C:7]2[CH:12]=[CH:11][N:10]3[C:13]([C:16]4[CH:25]=[CH:24][C:23]5[C:18](=[C:19]([N:26]6[CH2:27][CH2:28][CH:29]([NH2:32])[CH2:30][CH2:31]6)[CH:20]=[CH:21][CH:22]=5)[N:17]=4)=[CH:14][N:15]=[C:9]3[CH:8]=2)[CH:2]=1, predict the reactants needed to synthesize it. The reactants are: [N:1]1[CH:6]=[CH:5][CH:4]=[C:3]([C:7]2[CH:12]=[CH:11][N:10]3[C:13]([C:16]4[CH:25]=[CH:24][C:23]5[C:18](=[C:19]([N:26]6[CH2:31][CH2:30][CH:29]([NH:32]C(=O)OC(C)(C)C)[CH2:28][CH2:27]6)[CH:20]=[CH:21][CH:22]=5)[N:17]=4)=[CH:14][N:15]=[C:9]3[CH:8]=2)[CH:2]=1.C(Cl)Cl.FC(F)(F)C(O)=O.CO.C(Cl)(Cl)Cl. (2) Given the product [C:15]1([C:21]2[O:22][C:23]3[CH:29]=[C:28]([C:30]([NH:10][S:7]([C:2]4[CH:3]=[CH:4][CH:5]=[CH:6][C:1]=4[S:11](=[O:13])(=[O:12])[NH2:14])(=[O:9])=[O:8])=[O:31])[CH:27]=[CH:26][C:24]=3[CH:25]=2)[CH:20]=[CH:19][CH:18]=[CH:17][CH:16]=1, predict the reactants needed to synthesize it. The reactants are: [C:1]1([S:11]([NH2:14])(=[O:13])=[O:12])[C:2]([S:7]([NH2:10])(=[O:9])=[O:8])=[CH:3][CH:4]=[CH:5][CH:6]=1.[C:15]1([C:21]2[O:22][C:23]3[CH:29]=[C:28]([C:30](O)=[O:31])[CH:27]=[CH:26][C:24]=3[CH:25]=2)[CH:20]=[CH:19][CH:18]=[CH:17][CH:16]=1.C(Cl)CCl. (3) Given the product [C:1]([C:3]1[CH:4]=[C:5]([S:9]([N:12]2[C@H:17]([CH3:18])[CH2:16][NH:15][CH2:14][C@@H:13]2[CH3:26])(=[O:10])=[O:11])[CH:6]=[CH:7][CH:8]=1)#[N:2], predict the reactants needed to synthesize it. The reactants are: [C:1]([C:3]1[CH:4]=[C:5]([S:9]([N:12]2[C@H:17]([CH3:18])[CH2:16][N:15](CC3C=CC=CC=3)[CH2:14][C@@H:13]2[CH3:26])(=[O:11])=[O:10])[CH:6]=[CH:7][CH:8]=1)#[N:2].ClC(OC(Cl)C)=O.